Regression. Given a peptide amino acid sequence and an MHC pseudo amino acid sequence, predict their binding affinity value. This is MHC class II binding data. From a dataset of Peptide-MHC class II binding affinity with 134,281 pairs from IEDB. (1) The peptide sequence is AWRREHKDLDKLNHYSFGDV. The MHC is HLA-DQA10301-DQB10302 with pseudo-sequence HLA-DQA10301-DQB10302. The binding affinity (normalized) is 0.256. (2) The peptide sequence is APKVKYTVFETALKK. The MHC is HLA-DQA10501-DQB10301 with pseudo-sequence HLA-DQA10501-DQB10301. The binding affinity (normalized) is 0.208.